This data is from NCI-60 drug combinations with 297,098 pairs across 59 cell lines. The task is: Regression. Given two drug SMILES strings and cell line genomic features, predict the synergy score measuring deviation from expected non-interaction effect. (1) Drug 1: C1CN1C2=NC(=NC(=N2)N3CC3)N4CC4. Drug 2: CN(C)N=NC1=C(NC=N1)C(=O)N. Cell line: PC-3. Synergy scores: CSS=15.3, Synergy_ZIP=-4.58, Synergy_Bliss=1.55, Synergy_Loewe=-3.07, Synergy_HSA=2.35. (2) Drug 1: CN(CC1=CN=C2C(=N1)C(=NC(=N2)N)N)C3=CC=C(C=C3)C(=O)NC(CCC(=O)O)C(=O)O. Drug 2: CC1=CC=C(C=C1)C2=CC(=NN2C3=CC=C(C=C3)S(=O)(=O)N)C(F)(F)F. Cell line: OVCAR3. Synergy scores: CSS=44.0, Synergy_ZIP=-2.76, Synergy_Bliss=-4.12, Synergy_Loewe=-10.7, Synergy_HSA=-1.30. (3) Drug 1: C1=C(C(=O)NC(=O)N1)N(CCCl)CCCl. Drug 2: CCC1(C2=C(COC1=O)C(=O)N3CC4=CC5=C(C=CC(=C5CN(C)C)O)N=C4C3=C2)O.Cl. Cell line: MCF7. Synergy scores: CSS=27.0, Synergy_ZIP=-7.89, Synergy_Bliss=0.864, Synergy_Loewe=-0.244, Synergy_HSA=2.58.